From a dataset of Reaction yield outcomes from USPTO patents with 853,638 reactions. Predict the reaction yield, written as a fraction of the theoretical maximum amount of product (1.0 means a 100% yield; for example, 0.34 means a 34% yield). (1) The reactants are [Br:1][C:2]1[CH:15]=[C:14]2[C:5]([O:6][CH2:7][CH2:8][N:9]3[C:13]2=[N:12][C:11]([C:16]([NH2:18])=[O:17])=[CH:10]3)=[CH:4][CH:3]=1.[CH3:19][N:20]([CH:22](OC)OC)[CH3:21]. The catalyst is O1CCOCC1. The yield is 0.930. The product is [Br:1][C:2]1[CH:15]=[C:14]2[C:5]([O:6][CH2:7][CH2:8][N:9]3[C:13]2=[N:12][C:11]([C:16](/[N:18]=[CH:19]/[N:20]([CH3:22])[CH3:21])=[O:17])=[CH:10]3)=[CH:4][CH:3]=1. (2) The reactants are Br[C:2]1[N:3]=[C:4]([O:9][CH:10]2[CH2:15][CH2:14][CH2:13][N:12]([CH3:16])[CH2:11]2)[C:5]([NH2:8])=[N:6][CH:7]=1.[N:17]1[CH:22]=[CH:21][C:20](B(O)O)=[CH:19][CH:18]=1. No catalyst specified. The product is [CH3:16][N:12]1[CH2:13][CH2:14][CH2:15][CH:10]([O:9][C:4]2[C:5]([NH2:8])=[N:6][CH:7]=[C:2]([C:20]3[CH:21]=[CH:22][N:17]=[CH:18][CH:19]=3)[N:3]=2)[CH2:11]1. The yield is 0.570. (3) The reactants are Br[C:2]1[CH:7]=[CH:6][C:5]([Cl:8])=[CH:4][CH:3]=1.[NH2:9][CH2:10][CH:11]1[CH2:16][CH2:15][NH:14][CH2:13][CH2:12]1. No catalyst specified. The product is [Cl:8][C:5]1[CH:6]=[CH:7][C:2]([NH:9][CH2:10][CH:11]2[CH2:16][CH2:15][NH:14][CH2:13][CH2:12]2)=[CH:3][CH:4]=1. The yield is 0.600. (4) The reactants are [CH3:1][O:2][C:3]1[C:11]([O:12]C)=[CH:10][C:6]([C:7]([OH:9])=[O:8])=[C:5]([N+:14]([O-:16])=[O:15])[CH:4]=1.Cl. The catalyst is [OH-].[K+]. The product is [OH:12][C:11]1[C:3]([O:2][CH3:1])=[CH:4][C:5]([N+:14]([O-:16])=[O:15])=[C:6]([CH:10]=1)[C:7]([OH:9])=[O:8]. The yield is 0.950.